This data is from NCI-60 drug combinations with 297,098 pairs across 59 cell lines. The task is: Regression. Given two drug SMILES strings and cell line genomic features, predict the synergy score measuring deviation from expected non-interaction effect. (1) Drug 1: CNC(=O)C1=CC=CC=C1SC2=CC3=C(C=C2)C(=NN3)C=CC4=CC=CC=N4. Synergy scores: CSS=21.5, Synergy_ZIP=-2.60, Synergy_Bliss=0.243, Synergy_Loewe=-37.8, Synergy_HSA=-1.17. Drug 2: CCC1=C2CN3C(=CC4=C(C3=O)COC(=O)C4(CC)O)C2=NC5=C1C=C(C=C5)O. Cell line: SK-OV-3. (2) Drug 1: C1CN1C2=NC(=NC(=N2)N3CC3)N4CC4. Drug 2: CC1OCC2C(O1)C(C(C(O2)OC3C4COC(=O)C4C(C5=CC6=C(C=C35)OCO6)C7=CC(=C(C(=C7)OC)O)OC)O)O. Cell line: OVCAR-5. Synergy scores: CSS=37.4, Synergy_ZIP=-6.45, Synergy_Bliss=-0.361, Synergy_Loewe=2.28, Synergy_HSA=4.83. (3) Drug 1: CCC1=CC2CC(C3=C(CN(C2)C1)C4=CC=CC=C4N3)(C5=C(C=C6C(=C5)C78CCN9C7C(C=CC9)(C(C(C8N6C)(C(=O)OC)O)OC(=O)C)CC)OC)C(=O)OC.C(C(C(=O)O)O)(C(=O)O)O. Drug 2: C1=C(C(=O)NC(=O)N1)N(CCCl)CCCl. Cell line: DU-145. Synergy scores: CSS=49.9, Synergy_ZIP=-2.24, Synergy_Bliss=-4.48, Synergy_Loewe=-18.5, Synergy_HSA=-3.78. (4) Synergy scores: CSS=10.5, Synergy_ZIP=-1.60, Synergy_Bliss=2.65, Synergy_Loewe=-1.72, Synergy_HSA=1.83. Cell line: UACC62. Drug 2: CS(=O)(=O)C1=CC(=C(C=C1)C(=O)NC2=CC(=C(C=C2)Cl)C3=CC=CC=N3)Cl. Drug 1: CN1CCC(CC1)COC2=C(C=C3C(=C2)N=CN=C3NC4=C(C=C(C=C4)Br)F)OC.